This data is from Reaction yield outcomes from USPTO patents with 853,638 reactions. The task is: Predict the reaction yield, written as a fraction of the theoretical maximum amount of product (1.0 means a 100% yield; for example, 0.34 means a 34% yield). (1) The reactants are Br[C:2]1[CH:3]=[C:4]([C:8]2([C:19]3[CH:24]=[CH:23][N:22]=[C:21]([O:25][CH3:26])[CH:20]=3)[C:16]3[C:11](=[C:12]([F:17])[CH:13]=[CH:14][CH:15]=3)[C:10]([NH2:18])=[N:9]2)[CH:5]=[CH:6][CH:7]=1.[N:27]1[CH:32]=[C:31](B(O)O)[CH:30]=[N:29][CH:28]=1.C(=O)([O-])[O-].[Cs+].[Cs+]. The catalyst is C1C=CC(P(C2C=CC=CC=2)[C-]2C=CC=C2)=CC=1.C1C=CC(P(C2C=CC=CC=2)[C-]2C=CC=C2)=CC=1.Cl[Pd]Cl.[Fe+2].COCCOC.CCO.O. The product is [F:17][C:12]1[CH:13]=[CH:14][CH:15]=[C:16]2[C:11]=1[C:10]([NH2:18])=[N:9][C:8]2([C:19]1[CH:24]=[CH:23][N:22]=[C:21]([O:25][CH3:26])[CH:20]=1)[C:4]1[CH:5]=[CH:6][CH:7]=[C:2]([C:31]2[CH:32]=[N:27][CH:28]=[N:29][CH:30]=2)[CH:3]=1. The yield is 0.540. (2) The reactants are C(O[BH-](OC(=O)C)OC(=O)C)(=O)C.[Na+].[Br:15][C:16]1[O:20][C:19]([CH:21]=O)=[CH:18][CH:17]=1.[CH3:23][NH:24][CH3:25].CC(O)=O. The catalyst is ClCCCl. The product is [Br:15][C:16]1[O:20][C:19]([CH2:21][N:24]([CH3:25])[CH3:23])=[CH:18][CH:17]=1. The yield is 0.970.